From a dataset of Catalyst prediction with 721,799 reactions and 888 catalyst types from USPTO. Predict which catalyst facilitates the given reaction. Reactant: [F:1][C:2]1[CH:7]=[CH:6][C:5]([I:8])=[CH:4][C:3]=1[N:9]1[CH:14]=[C:13]([O:15][CH3:16])[C:12](=[O:17])[C:11]([C:18](N(OC)C)=[O:19])=[N:10]1.[CH3:24][Mg+].[Br-]. Product: [C:18]([C:11]1[C:12](=[O:17])[C:13]([O:15][CH3:16])=[CH:14][N:9]([C:3]2[CH:4]=[C:5]([I:8])[CH:6]=[CH:7][C:2]=2[F:1])[N:10]=1)(=[O:19])[CH3:24]. The catalyst class is: 1.